Task: Regression/Classification. Given a drug SMILES string, predict its absorption, distribution, metabolism, or excretion properties. Task type varies by dataset: regression for continuous measurements (e.g., permeability, clearance, half-life) or binary classification for categorical outcomes (e.g., BBB penetration, CYP inhibition). For this dataset (lipophilicity_astrazeneca), we predict Y.. Dataset: Experimental lipophilicity measurements (octanol/water distribution) for 4,200 compounds from AstraZeneca (1) The drug is COc1cc(-c2ccc(Nc3ccccc3C(=O)O)c(OC)c2)ccc1Nc1ccccc1C(=O)O. The Y is 1.80 logD. (2) The molecule is CCN(CC)CCNC(=O)c1cc(Br)c(N)cc1OC. The Y is 0.540 logD. (3) The drug is O=S(=O)(Nc1nc(-c2sccc2Cl)cs1)c1cc(Cl)ccc1Cl. The Y is 2.11 logD. (4) The compound is O=C(Cc1ccc(Oc2ccccc2)cc1)NO. The Y is 2.03 logD. (5) The molecule is Fc1ccc([C@@H]2CCNC[C@H]2COc2ccc3c(c2)OCO3)cc1. The Y is 1.78 logD. (6) The molecule is CC1(C)Cc2c(-c3ccccc3)c(-c3ccc(Cl)cc3)c(CC(=O)O)n2C1. The Y is 3.07 logD.